Dataset: Forward reaction prediction with 1.9M reactions from USPTO patents (1976-2016). Task: Predict the product of the given reaction. (1) Given the reactants [F:1][C:2]1[CH:3]=[CH:4][C:5]([CH3:14])=[C:6]([S:8]([N:11]([CH3:13])[CH3:12])(=[O:10])=[O:9])[CH:7]=1.[Br:15]N1C(=O)CCC1=O.N(C(C)(C)C#N)=NC(C)(C)C#N, predict the reaction product. The product is: [Br:15][CH2:14][C:5]1[CH:4]=[CH:3][C:2]([F:1])=[CH:7][C:6]=1[S:8]([N:11]([CH3:13])[CH3:12])(=[O:10])=[O:9]. (2) Given the reactants [F:1][C:2]1[CH:7]=[C:6]([F:8])[CH:5]=[CH:4][C:3]=1[C:9]1[CH:14]=[CH:13][CH:12]=[C:11]([NH2:15])[CH:10]=1.[CH2:16](OC(OCC)OCC)C.C(O)(C(F)(F)F)=O.[BH4-].[Na+], predict the reaction product. The product is: [F:1][C:2]1[CH:7]=[C:6]([F:8])[CH:5]=[CH:4][C:3]=1[C:9]1[CH:14]=[CH:13][CH:12]=[C:11]([NH:15][CH3:16])[CH:10]=1.